Dataset: Experimentally validated miRNA-target interactions with 360,000+ pairs, plus equal number of negative samples. Task: Binary Classification. Given a miRNA mature sequence and a target amino acid sequence, predict their likelihood of interaction. The miRNA is hsa-miR-1827 with sequence UGAGGCAGUAGAUUGAAU. The protein sequence of the target gene is MATLLRPVLRRLCGLPGLQRPAAEMPLRARSDGAGPLYSHHLPTSPLQKGLLAAGSAAMALYNPYRHDMVAVLGETTGHRTLKVLRDQMRRDPEGAQILQERPRISTSTLDLGKLQSLPEGSLGREYLRFLDVNRVSPDTRAPTRFVDDEELAYVIQRYREVHDMLHTLLGMPTNILGEIVVKWFEAVQTGLPMCILGAFFGPIRLGAQSLQVLVSELIPWAVQNGRRAPCVLNLYYERRWEQSLRALREELGITAPPMHVQGLA. Result: 0 (no interaction).